Dataset: Reaction yield outcomes from USPTO patents with 853,638 reactions. Task: Predict the reaction yield, written as a fraction of the theoretical maximum amount of product (1.0 means a 100% yield; for example, 0.34 means a 34% yield). The reactants are [H-].[Na+].[I:3][C:4]1[CH:11]=[CH:10][C:7]([CH:8]=O)=[CH:6][CH:5]=1.O.C[N:14]([CH:16]=O)C. No catalyst specified. The product is [NH2:14][C:16]1[CH:11]=[CH:10][C:7]([CH:8]=[CH:8][C:7]2[CH:10]=[CH:11][C:4]([I:3])=[CH:5][CH:6]=2)=[CH:6][CH:5]=1. The yield is 0.750.